From a dataset of Reaction yield outcomes from USPTO patents with 853,638 reactions. Predict the reaction yield, written as a fraction of the theoretical maximum amount of product (1.0 means a 100% yield; for example, 0.34 means a 34% yield). (1) The reactants are C([Cu])#N.[Li+].[Cl-].[CH2:6]([O:10][CH:11]1[CH2:16][CH2:15][CH2:14][CH2:13][O:12]1)[CH2:7][C:8]#[CH:9].[Li]CCCC.C(=O)=O.[Cl-].[Na+].O.[N+:28](=[CH:30][C:31]([O:33][CH2:34][CH3:35])=[O:32])=[N-:29]. The catalyst is C1COCC1. The product is [O:12]1[CH2:13][CH2:14][CH2:15][CH2:16][CH:11]1[O:10][CH2:6][CH2:7][C:8]1[NH:29][N:28]=[C:30]([C:31]([O:33][CH2:34][CH3:35])=[O:32])[CH:9]=1. The yield is 0.530. (2) The reactants are [NH:1]1[CH2:6][C:5](=[O:7])[NH:4][CH2:3][C:2]1=[O:8].[C:9]([O-:12])(=O)[CH3:10].[Na+].[C:14](OC(=O)C)(=[O:16])[CH3:15]. No catalyst specified. The product is [C:14]([N:1]1[CH2:6][C:5](=[O:7])[N:4]([C:9](=[O:12])[CH3:10])[CH2:3][C:2]1=[O:8])(=[O:16])[CH3:15]. The yield is 0.610. (3) The reactants are Cl[C:2]1[CH:7]=[CH:6][N:5]=[C:4]2[CH:8]=[CH:9][O:10][C:3]=12.[NH:11]1[CH2:16][CH2:15][NH:14][CH2:13][CH2:12]1. The catalyst is CO. The product is [N:11]1([C:2]2[CH:7]=[CH:6][N:5]=[C:4]3[CH:8]=[CH:9][O:10][C:3]=23)[CH2:16][CH2:15][NH:14][CH2:13][CH2:12]1. The yield is 0.220.